Dataset: Full USPTO retrosynthesis dataset with 1.9M reactions from patents (1976-2016). Task: Predict the reactants needed to synthesize the given product. (1) Given the product [S:42]1[C:38]2[CH:37]=[CH:36][C:35]([C:2]3[N:11]=[C:10]([NH:12][CH2:13][CH:14]([C:21]4[CH:26]=[CH:25][CH:24]=[CH:23][CH:22]=4)[C:15]4[CH:20]=[CH:19][CH:18]=[CH:17][CH:16]=4)[C:9]4[C:4](=[CH:5][CH:6]=[CH:7][CH:8]=4)[N:3]=3)=[CH:43][C:39]=2[N:40]=[CH:41]1, predict the reactants needed to synthesize it. The reactants are: Cl[C:2]1[N:11]=[C:10]([NH:12][CH2:13][CH:14]([C:21]2[CH:26]=[CH:25][CH:24]=[CH:23][CH:22]=2)[C:15]2[CH:20]=[CH:19][CH:18]=[CH:17][CH:16]=2)[C:9]2[C:4](=[CH:5][CH:6]=[CH:7][CH:8]=2)[N:3]=1.CC1(C)C(C)(C)OB([C:35]2[CH:36]=[CH:37][C:38]3[S:42][CH:41]=[N:40][C:39]=3[CH:43]=2)O1.N1C=CN2C=C(C3N=C(NCC(C4C=CC=CC=4)C4NC=CC=4)C4C(=CC=CC=4)N=3)C=CC=12. (2) Given the product [CH2:29]([C:37]1[CH:54]=[CH:53][CH:52]=[CH:51][C:38]=1[CH2:39][NH:40][C:41]1[CH:46]=[CH:45][C:44]([C:47]([O:49][CH3:50])=[O:48])=[CH:43][N:42]=1)[CH2:30][C:31]1[CH:32]=[CH:33][CH:34]=[CH:35][CH:36]=1, predict the reactants needed to synthesize it. The reactants are: NC1C=CC(C(OC)=O)=CN=1.C(C1C=CC=CC=1C(O)=O)CC1C=CC=CC=1.[CH2:29]([C:37]1[CH:54]=[CH:53][CH:52]=[CH:51][C:38]=1[CH:39]=[N:40][C:41]1[CH:46]=[CH:45][C:44]([C:47]([O:49][CH3:50])=[O:48])=[CH:43][N:42]=1)[CH2:30][C:31]1[CH:36]=[CH:35][CH:34]=[CH:33][CH:32]=1.